From a dataset of Catalyst prediction with 721,799 reactions and 888 catalyst types from USPTO. Predict which catalyst facilitates the given reaction. Reactant: [Cl:1][C:2]1[N:10]=[C:9]2[C:5]([N:6]=[CH:7][N:8]2C2CCCCO2)=[C:4]([NH:17][CH:18]([C:20]2[N:21]([C:32]3[CH:37]=[CH:36][CH:35]=[CH:34][CH:33]=3)[C:22](=[O:31])[C:23]3[C:28]([CH:29]=2)=[CH:27][CH:26]=[CH:25][C:24]=3[CH3:30])[CH3:19])[N:3]=1.C([O-])(O)=O.[Na+]. Product: [Cl:1][C:2]1[N:10]=[C:9]2[C:5]([N:6]=[CH:7][NH:8]2)=[C:4]([NH:17][C@H:18]([C:20]2[N:21]([C:32]3[CH:37]=[CH:36][CH:35]=[CH:34][CH:33]=3)[C:22](=[O:31])[C:23]3[C:28]([CH:29]=2)=[CH:27][CH:26]=[CH:25][C:24]=3[CH3:30])[CH3:19])[N:3]=1.[Cl:1][C:2]1[N:10]=[C:9]2[C:5]([N:6]=[CH:7][NH:8]2)=[C:4]([NH:17][CH:18]([C:20]2[N:21]([C:32]3[CH:37]=[CH:36][CH:35]=[CH:34][CH:33]=3)[C:22](=[O:31])[C:23]3[C:28]([CH:29]=2)=[CH:27][CH:26]=[CH:25][C:24]=3[CH3:30])[CH3:19])[N:3]=1. The catalyst class is: 422.